Task: Regression. Given a peptide amino acid sequence and an MHC pseudo amino acid sequence, predict their binding affinity value. This is MHC class I binding data.. Dataset: Peptide-MHC class I binding affinity with 185,985 pairs from IEDB/IMGT (1) The peptide sequence is TPGPGVRYPL. The MHC is HLA-C06:02 with pseudo-sequence HLA-C06:02. The binding affinity (normalized) is 0. (2) The peptide sequence is RGTLCKAM. The MHC is Mamu-A01 with pseudo-sequence Mamu-A01. The binding affinity (normalized) is 0.350. (3) The peptide sequence is ATYGTAVNK. The MHC is HLA-A03:01 with pseudo-sequence HLA-A03:01. The binding affinity (normalized) is 0.591. (4) The peptide sequence is LLEGEESRI. The MHC is HLA-A02:06 with pseudo-sequence HLA-A02:06. The binding affinity (normalized) is 0.326. (5) The peptide sequence is ILMARYMSK. The MHC is HLA-B45:06 with pseudo-sequence HLA-B45:06. The binding affinity (normalized) is 0.213.